This data is from Full USPTO retrosynthesis dataset with 1.9M reactions from patents (1976-2016). The task is: Predict the reactants needed to synthesize the given product. (1) The reactants are: N1CCCC1.[C:6]([O:10]CC)(=[O:9])[C:7]#[CH:8].C(N(CC)CC)C.[OH:20][N:21]=[C:22](Cl)[C:23]1[CH:28]=[CH:27][C:26]([O:29][CH3:30])=[CH:25][CH:24]=1. Given the product [CH3:30][O:29][C:26]1[CH:27]=[CH:28][C:23]([C:22]2[C:7]([C:6]([OH:10])=[O:9])=[CH:8][O:20][N:21]=2)=[CH:24][CH:25]=1, predict the reactants needed to synthesize it. (2) Given the product [CH2:1]([N:3]1[C:7]2[CH:8]=[CH:9][C:10]([C:12]3[C:13]([C:20]4[CH:21]=[C:22]([CH3:26])[CH:23]=[CH:24][CH:25]=4)=[N:14][N:15]([CH2:17][CH2:18][NH:34][CH2:33][CH2:32][O:31][CH3:30])[CH:16]=3)=[CH:11][C:6]=2[N:5]([CH2:27][CH3:28])[C:4]1=[O:29])[CH3:2], predict the reactants needed to synthesize it. The reactants are: [CH2:1]([N:3]1[C:7]2[CH:8]=[CH:9][C:10]([C:12]3[C:13]([C:20]4[CH:21]=[C:22]([CH3:26])[CH:23]=[CH:24][CH:25]=4)=[N:14][N:15]([CH2:17][CH:18]=O)[CH:16]=3)=[CH:11][C:6]=2[N:5]([CH2:27][CH3:28])[C:4]1=[O:29])[CH3:2].[CH3:30][O:31][CH2:32][CH2:33][NH2:34].